This data is from Peptide-MHC class II binding affinity with 134,281 pairs from IEDB. The task is: Regression. Given a peptide amino acid sequence and an MHC pseudo amino acid sequence, predict their binding affinity value. This is MHC class II binding data. (1) The peptide sequence is NSFTAPNESYKKQVT. The MHC is DRB1_1201 with pseudo-sequence DRB1_1201. The binding affinity (normalized) is 0.151. (2) The peptide sequence is GEVEIQFRRVKCKYP. The MHC is DRB1_1602 with pseudo-sequence DRB1_1602. The binding affinity (normalized) is 0.424. (3) The peptide sequence is VEDEARRMWASAQNI. The MHC is DRB1_0401 with pseudo-sequence DRB1_0401. The binding affinity (normalized) is 0.385.